This data is from Forward reaction prediction with 1.9M reactions from USPTO patents (1976-2016). The task is: Predict the product of the given reaction. (1) Given the reactants Cl[CH2:2][C:3]1[N:8]=[C:7]([C:9]2[CH:14]=[CH:13][CH:12]=[CH:11][N:10]=2)[CH:6]=[C:5]([OH:15])[CH:4]=1.C(=O)([O-])[O-].[K+].[K+].[CH3:22][NH:23][CH2:24][C:25]1[CH:30]=[CH:29][CH:28]=[CH:27][N:26]=1, predict the reaction product. The product is: [CH3:22][N:23]([CH2:2][C:3]1[N:8]=[C:7]([C:9]2[CH:14]=[CH:13][CH:12]=[CH:11][N:10]=2)[CH:6]=[C:5]([OH:15])[CH:4]=1)[CH2:24][C:25]1[CH:30]=[CH:29][CH:28]=[CH:27][N:26]=1. (2) Given the reactants [CH3:1][C:2]([O:5][C:6]([N:8]1[CH2:11][CH2:10][C@H:9]1[C:12]([OH:14])=O)=[O:7])([CH3:4])[CH3:3].CN(C(ON1N=NC2C=CC=NC1=2)=[N+](C)C)C.F[P-](F)(F)(F)(F)F.CCN(C(C)C)C(C)C.FC(F)(F)C(O)=O.[NH2:55][C@@H:56]([CH2:63][CH:64]1[CH2:66][CH2:65]1)/[CH:57]=[CH:58]/[C:59]([O:61][CH3:62])=[O:60], predict the reaction product. The product is: [CH:64]1([CH2:63][C@H:56]([NH:55][C:12]([C@@H:9]2[CH2:10][CH2:11][N:8]2[C:6]([O:5][C:2]([CH3:1])([CH3:3])[CH3:4])=[O:7])=[O:14])/[CH:57]=[CH:58]/[C:59]([O:61][CH3:62])=[O:60])[CH2:66][CH2:65]1. (3) Given the reactants [NH2:1][N:2]1[C:11](=[O:12])[C:10]2[C:5](=[CH:6][CH:7]=[CH:8][CH:9]=2)[NH:4][C:3]1=S.[NH:14]1[CH2:18][CH2:17][CH2:16][CH2:15]1, predict the reaction product. The product is: [NH2:1][N:2]1[C:11](=[O:12])[C:10]2[C:5](=[CH:6][CH:7]=[CH:8][CH:9]=2)[N:4]=[C:3]1[N:14]1[CH2:18][CH2:17][CH2:16][CH2:15]1. (4) Given the reactants [C:1]([O:5][C:6]([N:8]1[CH2:12][CH2:11][CH:10]([O:13][C:14]2[CH:21]=[CH:20][C:17](C=O)=[CH:16][CH:15]=2)[CH2:9]1)=[O:7])([CH3:4])([CH3:3])[CH3:2].ClC1C=CC=C(C(OO)=[O:30])C=1.C(=O)([O-])O.[Na+].S([O-])([O-])(=O)=S.[Na+].[Na+], predict the reaction product. The product is: [C:1]([O:5][C:6]([N:8]1[CH2:12][CH2:11][CH:10]([O:13][C:14]2[CH:21]=[CH:20][C:17]([OH:30])=[CH:16][CH:15]=2)[CH2:9]1)=[O:7])([CH3:4])([CH3:3])[CH3:2].